Dataset: Catalyst prediction with 721,799 reactions and 888 catalyst types from USPTO. Task: Predict which catalyst facilitates the given reaction. (1) Reactant: [NH2:1][CH2:2][CH2:3][CH2:4][C@H:5]([NH:9][C:10]([C:12]1[S:13][C:14]([CH:17]([C:24]2[CH:29]=[CH:28][CH:27]=[CH:26][CH:25]=2)[C:18]2[CH:23]=[CH:22][CH:21]=[CH:20][CH:19]=2)=[CH:15][CH:16]=1)=[O:11])[C:6]([OH:8])=[O:7].[C:30]([OH:36])([C:32]([F:35])([F:34])[F:33])=[O:31].C(O)C.Cl.[CH:41]1([C:44](=[NH:48])OCC)[CH2:43][CH2:42]1. Product: [CH:41]1([C:44]([NH:1][CH2:2][CH2:3][CH2:4][C@H:5]([NH:9][C:10]([C:12]2[S:13][C:14]([CH:17]([C:18]3[CH:19]=[CH:20][CH:21]=[CH:22][CH:23]=3)[C:24]3[CH:29]=[CH:28][CH:27]=[CH:26][CH:25]=3)=[CH:15][CH:16]=2)=[O:11])[C:6]([OH:8])=[O:7])=[NH:48])[CH2:43][CH2:42]1.[C:30]([OH:36])([C:32]([F:35])([F:34])[F:33])=[O:31]. The catalyst class is: 424. (2) Reactant: [CH:1]([C:3]1[CH:4]=[CH:5][C:6]([O:12][CH3:13])=[C:7](B(O)O)[CH:8]=1)=[O:2].[CH3:14][C:15]1[O:16][C:17]2[CH:23]=[CH:22][C:21](Br)=[CH:20][C:18]=2[N:19]=1.C([O-])([O-])=O.[K+].[K+]. Product: [CH3:13][O:12][C:6]1[CH:5]=[CH:4][C:3]([CH:1]=[O:2])=[CH:8][C:7]=1[C:21]1[CH:22]=[CH:23][C:17]2[O:16][C:15]([CH3:14])=[N:19][C:18]=2[CH:20]=1. The catalyst class is: 548.